This data is from Reaction yield outcomes from USPTO patents with 853,638 reactions. The task is: Predict the reaction yield, written as a fraction of the theoretical maximum amount of product (1.0 means a 100% yield; for example, 0.34 means a 34% yield). The reactants are [CH2:1]([NH:8][CH2:9][C@H:10]1[CH2:15][O:14][C:13]2[CH:16]=[CH:17][C:18]([N+:24]([O-])=O)=[C:19]([CH2:20][C:21](O)=[O:22])[C:12]=2[O:11]1)[C:2]1[CH:7]=[CH:6][CH:5]=[CH:4][CH:3]=1.O.[C:28]1([CH3:38])[CH:33]=[CH:32][C:31]([S:34]([OH:37])(=[O:36])=[O:35])=[CH:30][CH:29]=1. The catalyst is [Pt].CO. The product is [CH3:38][C:28]1[CH:29]=[CH:30][C:31]([S:34]([OH:37])(=[O:36])=[O:35])=[CH:32][CH:33]=1.[CH2:1]([NH:8][CH2:9][C@@H:10]1[O:11][C:12]2=[C:19]3[C:18](=[CH:17][CH:16]=[C:13]2[O:14][CH2:15]1)[NH:24][C:21](=[O:22])[CH2:20]3)[C:2]1[CH:7]=[CH:6][CH:5]=[CH:4][CH:3]=1. The yield is 0.610.